This data is from Reaction yield outcomes from USPTO patents with 853,638 reactions. The task is: Predict the reaction yield, written as a fraction of the theoretical maximum amount of product (1.0 means a 100% yield; for example, 0.34 means a 34% yield). (1) The reactants are [NH2:1][CH2:2][C@@:3]1([OH:11])[CH:8]2[CH2:9][CH2:10][N:5]([CH2:6][CH2:7]2)[CH2:4]1.CCN(C(C)C)C(C)C.C([O-])([O-])=O.[Cs+].[Cs+].[Cl:27][C:28]1[CH:29]=[CH:30][C:31]2[O:35][C:34]([N:36]=[C:37](SC)SC)=[N:33][C:32]=2[CH:42]=1. The catalyst is CN(C=O)C. The product is [Cl:27][C:28]1[CH:29]=[CH:30][C:31]2[O:35][C:34]([NH:36][C:37]3[O:11][C@:3]4([CH2:2][N:1]=3)[CH:8]3[CH2:7][CH2:6][N:5]([CH2:10][CH2:9]3)[CH2:4]4)=[N:33][C:32]=2[CH:42]=1. The yield is 0.530. (2) The reactants are [N:1]1([C:7]2[CH:12]=[CH:11][C:10]([NH:13][C:14]([C:16]3[CH:25]=[C:24](Cl)[C:23]4[C:18](=[C:19]([Br:29])[CH:20]=[C:21]([O:27][CH3:28])[CH:22]=4)[N:17]=3)=[O:15])=[CH:9][CH:8]=2)[CH2:6][CH2:5][O:4][CH2:3][CH2:2]1.[CH3:30][NH:31][CH3:32]. The catalyst is O1CCCC1. The product is [N:1]1([C:7]2[CH:12]=[CH:11][C:10]([NH:13][C:14]([C:16]3[CH:25]=[C:24]([N:31]([CH3:32])[CH3:30])[C:23]4[C:18](=[C:19]([Br:29])[CH:20]=[C:21]([O:27][CH3:28])[CH:22]=4)[N:17]=3)=[O:15])=[CH:9][CH:8]=2)[CH2:6][CH2:5][O:4][CH2:3][CH2:2]1. The yield is 0.920.